From a dataset of Experimentally validated miRNA-target interactions with 360,000+ pairs, plus equal number of negative samples. Binary Classification. Given a miRNA mature sequence and a target amino acid sequence, predict their likelihood of interaction. (1) The miRNA is hsa-miR-99a-5p with sequence AACCCGUAGAUCCGAUCUUGUG. The protein sequence of the target gene is MVSVINTVDTSHEDMIHDAQMDYYGTRLATCSSDRSVKIFDVRNGGQILIADLRGHEGPVWQVAWAHPMYGNILASCSYDRKVIIWREENGTWEKSHEHAGHDSSVNSVCWAPHDYGLILACGSSDGAISLLTYTGEGQWEVKKINNAHTIGCNAVSWAPAVVPGSLIDHPSGQKPNYIKRFASGGCDNLIKLWKEEEDGQWKEEQKLEAHSDWVRDVAWAPSIGLPTSTIASCSQDGRVFIWTCDDASSNTWSPKLLHKFNDVVWHVSWSITANILAVSGGDNKVTLWKESVDGQWVCI.... Result: 1 (interaction). (2) The miRNA is mmu-miR-466i-3p with sequence AUACACACACACAUACACACUA. The protein sequence of the target gene is MTFNSFEGTRTFVLADTNKDEEFVEEFNRLKTFANFPSSSPVSASTLARAGFLYTGEGDTVQCFSCHAAIDRWQYGDSAVGRHRRISPNCRFINGFYFENGAAQSTNPGIQNGQYKSENCVGNRNPFAPDRPPETHADYLLRTGQVVDISDTIYPRNPAMCSEEARLKSFQNWPDYAHLTPRELASAGLYYTGADDQVQCFCCGGKLKNWEPCDRAWSEHRRHFPNCFFVLGRNVNVRSESGVSSDRNFPNSTNSPRNPAMAEYEARIVTFGTWTSSVNKEQLARAGFYALGEGDKVKCF.... Result: 1 (interaction). (3) The miRNA is hsa-miR-6830-5p with sequence CCAAGGAAGGAGGCUGGACAUC. The protein sequence of the target gene is MGRKSSKAKEKKQKRLEERAAMDAVCAKVDAANRLGDPLEAFPVFKKYDRNGLNVSIECKRVSGLEPATVDWAFDLTKTNMQTMYEQSEWGWKDREKREEMTDDRAWYLIAWENSSVPVAFSHFRFDVECGDEVLYCYEVQLESKVRRKGLGKFLIQILQLMANSTQMKKVMLTVFKHNHGAYQFFREALQFEIDDSSPSMSGCCGEDCSYEILSRRTKFGDSHHSHAGGHCGGCCH. Result: 1 (interaction). (4) The miRNA is hsa-miR-3927-3p with sequence CAGGUAGAUAUUUGAUAGGCAU. The protein sequence of the target gene is MRWILFIGALIGSSICGQEKFFGDQVLRINVRNGDEISKLSQLVNSNNLKLNFWKSPSSFNRPVDVLVPSVSLQAFKSFLRSQGLEYAVTIEDLQALLDNEDDEMQHNEGQERSSNNFNYGAYHSLEAIYHEMDNIAADFPDLARRVKIGHSFENRPMYVLKFSTGKGVRRPAVWLNAGIHSREWISQATAIWTARKIVSDYQRDPAITSILEKMDIFLLPVANPDGYVYTQTQNRLWRKTRSRNPGSSCIGADPNRNWNASFAGKGASDNPCSEVYHGPHANSEVEVKSVVDFIQKHGN.... Result: 1 (interaction).